The task is: Predict the product of the given reaction.. This data is from Forward reaction prediction with 1.9M reactions from USPTO patents (1976-2016). (1) The product is: [CH2:1]([O:8][C:9]1[CH:16]=[CH:15][C:12]([CH2:13][NH:26][CH:23]2[CH2:25][CH2:24]2)=[CH:11][C:10]=1[O:17][CH2:18][CH2:19][CH2:20][O:21][CH3:22])[C:2]1[CH:7]=[CH:6][CH:5]=[CH:4][CH:3]=1. Given the reactants [CH2:1]([O:8][C:9]1[CH:16]=[CH:15][C:12]([CH:13]=O)=[CH:11][C:10]=1[O:17][CH2:18][CH2:19][CH2:20][O:21][CH3:22])[C:2]1[CH:7]=[CH:6][CH:5]=[CH:4][CH:3]=1.[CH:23]1([NH2:26])[CH2:25][CH2:24]1, predict the reaction product. (2) Given the reactants [CH3:1][O:2][C:3](=[O:17])[C:4]1[CH:9]=[C:8]([O:10]CC(C)=C)[C:7]([Br:15])=[C:6]([OH:16])[CH:5]=1, predict the reaction product. The product is: [CH3:1][O:2][C:3](=[O:17])[C:4]1[CH:5]=[C:6]([OH:16])[C:7]([Br:15])=[C:8]([OH:10])[C:9]=1[CH2:5][C:4]([CH3:9])=[CH2:3].